This data is from Experimentally validated miRNA-target interactions with 360,000+ pairs, plus equal number of negative samples. The task is: Binary Classification. Given a miRNA mature sequence and a target amino acid sequence, predict their likelihood of interaction. The miRNA is hsa-miR-374b-5p with sequence AUAUAAUACAACCUGCUAAGUG. The protein sequence of the target gene is MDSLPRLTSVLTLLFSGLWHLGLTATNYNCDDPLASLLSPMAFSSSSDLTGTHSPAQLNWRVGTGGWSPADSNAQQWLQMDLGNRVEITAVATQGRYGSSDWVTSYSLMFSDTGRNWKQYKQEDSIWTFAGNMNADSVVHHKLLHSVRARFVRFVPLEWNPSGKIGMRVEVYGCSYKSDVADFDGRSSLLYRFNQKLMSTLKDVISLKFKSMQGDGVLFHGEGQRGDHITLELQKGRLALHLNLGDSKARLSSSLPSATLGSLLDDQHWHSVLIERVGKQVNFTVDKHTQHFRTKGETDA.... Result: 1 (interaction).